The task is: Regression. Given two drug SMILES strings and cell line genomic features, predict the synergy score measuring deviation from expected non-interaction effect.. This data is from NCI-60 drug combinations with 297,098 pairs across 59 cell lines. (1) Drug 1: CN(C)C(=N)N=C(N)N. Drug 2: CNC(=O)C1=NC=CC(=C1)OC2=CC=C(C=C2)NC(=O)NC3=CC(=C(C=C3)Cl)C(F)(F)F. Cell line: NCIH23. Synergy scores: CSS=54.8, Synergy_ZIP=0.0556, Synergy_Bliss=-1.52, Synergy_Loewe=-26.0, Synergy_HSA=1.05. (2) Drug 1: C1CN1P(=S)(N2CC2)N3CC3. Drug 2: C1C(C(OC1N2C=C(C(=O)NC2=O)F)CO)O. Cell line: IGROV1. Synergy scores: CSS=34.3, Synergy_ZIP=-1.29, Synergy_Bliss=-5.88, Synergy_Loewe=3.99, Synergy_HSA=-0.349. (3) Drug 1: CCC(=C(C1=CC=CC=C1)C2=CC=C(C=C2)OCCN(C)C)C3=CC=CC=C3.C(C(=O)O)C(CC(=O)O)(C(=O)O)O. Drug 2: CN1C(=O)N2C=NC(=C2N=N1)C(=O)N. Cell line: DU-145. Synergy scores: CSS=-0.171, Synergy_ZIP=3.85, Synergy_Bliss=5.69, Synergy_Loewe=1.32, Synergy_HSA=2.05.